Dataset: Reaction yield outcomes from USPTO patents with 853,638 reactions. Task: Predict the reaction yield, written as a fraction of the theoretical maximum amount of product (1.0 means a 100% yield; for example, 0.34 means a 34% yield). (1) The reactants are [Br:1][CH2:2][C:3](=O)[C@@H:4]([NH:15]C(=O)OC(C)(C)C)[CH2:5][C:6]1[CH:11]=[CH:10][C:9]([N+:12]([O-:14])=[O:13])=[CH:8][CH:7]=1.[C:24]([NH2:32])(=[S:31])[C:25]1[CH:30]=[CH:29][CH:28]=[CH:27][CH:26]=1.C(OCC)C. The catalyst is CC#N. The product is [BrH:1].[N+:12]([C:9]1[CH:8]=[CH:7][C:6]([CH2:5][C@@H:4]([C:3]2[N:32]=[C:24]([C:25]3[CH:30]=[CH:29][CH:28]=[CH:27][CH:26]=3)[S:31][CH:2]=2)[NH2:15])=[CH:11][CH:10]=1)([O-:14])=[O:13]. The yield is 0.670. (2) The reactants are [ClH:1].[NH2:2][C@@H:3]1[CH2:8][CH2:7][CH2:6][N:5]([C:9]2[C:14]([Br:15])=[CH:13][N:12]=[C:11]3[NH:16][CH:17]=[C:18]([NH:19][C:20](=[O:27])[C:21]4[CH:26]=[CH:25][CH:24]=[N:23][CH:22]=4)[C:10]=23)[CH2:4]1.CCN(C(C)C)C(C)C.C(OC)(OC)OC.[CH:44](=O)[CH:45]([CH3:47])[CH3:46].[BH4-].[Na+]. The catalyst is CO.O. The product is [ClH:1].[Br:15][C:14]1[C:9]([N:5]2[CH2:6][CH2:7][CH2:8][C@@H:3]([NH:2][CH2:44][CH:45]([CH3:47])[CH3:46])[CH2:4]2)=[C:10]2[C:18]([NH:19][C:20](=[O:27])[C:21]3[CH:26]=[CH:25][CH:24]=[N:23][CH:22]=3)=[CH:17][NH:16][C:11]2=[N:12][CH:13]=1. The yield is 0.600. (3) The reactants are Cl.[CH2:2]([O:9][C:10]1[CH:19]=[C:18]2[C:13]([C:14]([Cl:20])=[N:15][CH:16]=[N:17]2)=[CH:12][C:11]=1[O:21][CH3:22])[C:3]1[CH:8]=[CH:7][CH:6]=[CH:5][CH:4]=1. The catalyst is C(Cl)Cl. The product is [CH2:2]([O:9][C:10]1[CH:19]=[C:18]2[C:13]([C:14]([Cl:20])=[N:15][CH:16]=[N:17]2)=[CH:12][C:11]=1[O:21][CH3:22])[C:3]1[CH:8]=[CH:7][CH:6]=[CH:5][CH:4]=1. The yield is 0.960. (4) The reactants are [OH:1][CH2:2][CH2:3][CH2:4][C:5]1[C:10](=[O:11])[N:9](CC2C=CC(OC)=CC=2)[NH:8][C:7](=[O:21])[CH:6]=1.C1(OC)C=CC=CC=1. The catalyst is C(O)(C(F)(F)F)=O. The product is [OH:1][CH2:2][CH2:3][CH2:4][C:5]1[C:10](=[O:11])[NH:9][NH:8][C:7](=[O:21])[CH:6]=1. The yield is 0.920. (5) The reactants are [F:1][C:2]1[CH:3]=[C:4]([NH:10][C:11](=[NH:21])[CH2:12][C:13](=[O:20])[C:14]2[CH:19]=[CH:18][CH:17]=[CH:16][CH:15]=2)[CH:5]=[CH:6][C:7]=1[O:8][CH3:9].[C:22](OC)(=[O:25])[C:23]#[CH:24].C(OCC)C. The catalyst is CO. The product is [NH2:21][C:11]1[N:10]([C:4]2[CH:5]=[CH:6][C:7]([O:8][CH3:9])=[C:2]([F:1])[CH:3]=2)[C:22](=[O:25])[CH:23]=[CH:24][C:12]=1[C:13](=[O:20])[C:14]1[CH:15]=[CH:16][CH:17]=[CH:18][CH:19]=1. The yield is 0.590. (6) The reactants are [Cl:1][C:2]1[N:7]=[C:6](Cl)[C:5]([C:9]2[CH:14]=[CH:13][CH:12]=[CH:11][C:10]=2[S:15]C(Cl)(Cl)Cl)=[CH:4][N:3]=1. The catalyst is C(N)=O.O. The product is [Cl:1][C:2]1[N:7]=[CH:6][C:5]2[C:9]3[CH:14]=[CH:13][CH:12]=[CH:11][C:10]=3[S:15][C:4]=2[N:3]=1. The yield is 0.680. (7) The reactants are [F:1][C:2]1[C:7]([F:8])=[C:6]([F:9])[C:5]([F:10])=[C:4]([F:11])[C:3]=1[C:12](=O)[CH3:13].[NH2:15][C:16]([NH2:18])=[S:17]. No catalyst specified. The product is [NH2:18][C:16]1[S:17][CH:13]=[C:12]([C:3]2[C:2]([F:1])=[C:7]([F:8])[C:6]([F:9])=[C:5]([F:10])[C:4]=2[F:11])[N:15]=1. The yield is 0.867.